The task is: Regression/Classification. Given a drug SMILES string, predict its absorption, distribution, metabolism, or excretion properties. Task type varies by dataset: regression for continuous measurements (e.g., permeability, clearance, half-life) or binary classification for categorical outcomes (e.g., BBB penetration, CYP inhibition). Dataset: pgp_broccatelli.. This data is from P-glycoprotein inhibition data for predicting drug efflux from Broccatelli et al.. (1) The compound is C1CN(c2nc(N3CCOCC3)c3nc(N4CCOCC4)nc(N4CCOCC4)c3n2)CCO1. The result is 0 (non-inhibitor). (2) The compound is Cc1ccccc1N1CCN(C[C@H](O)COc2cc(Cl)c(Cl)cc2C(=O)CCc2ccccc2)CC1. The result is 1 (inhibitor). (3) The drug is COc1ccc(C(=O)CCc2ccccc2)c(OCC(=O)CN2CCN(c3ccccc3C)CC2)c1. The result is 1 (inhibitor). (4) The drug is CC(=O)c1ccccc1OC[C@@H](O)CN1CCN(c2cccc(C)c2C)CC1. The result is 1 (inhibitor). (5) The compound is CCN(CC)c1ccc(-c2nc(-c3ccc(/C=C/C(=O)OC)cc3)[nH]c2-c2ccc(N)cc2)cc1. The result is 1 (inhibitor).